This data is from Full USPTO retrosynthesis dataset with 1.9M reactions from patents (1976-2016). The task is: Predict the reactants needed to synthesize the given product. (1) Given the product [CH:1]([O:4][C:5]([C:7]1[N:8]([CH:12]2[C:21]3[C:16](=[CH:17][CH:18]=[C:19]([C:31]([N:23]4[CH2:27][CH2:26][CH2:25][CH2:24]4)=[O:32])[CH:20]=3)[CH2:15][CH2:14][CH2:13]2)[CH:9]=[N:10][CH:11]=1)=[O:6])([CH3:3])[CH3:2], predict the reactants needed to synthesize it. The reactants are: [CH:1]([O:4][C:5]([C:7]1[N:8]([CH:12]2[C:21]3[C:16](=[CH:17][CH:18]=[C:19](Br)[CH:20]=3)[CH2:15][CH2:14][CH2:13]2)[CH:9]=[N:10][CH:11]=1)=[O:6])([CH3:3])[CH3:2].[NH:23]1[CH2:27][CH2:26][CH2:25][CH2:24]1.CN([CH:31]=[O:32])C. (2) Given the product [C:1]([O:5][C:6]([N:8]([CH2:18][C@H:19]1[CH2:28][CH2:27][C:26]2[C:21](=[CH:22][CH:23]=[C:24]([S:29][C:30]3[CH:31]=[C:32]([CH:36]=[CH:37][CH:38]=3)[C:33]([O:35][CH3:39])=[O:34])[CH:25]=2)[O:20]1)[CH2:9][C@H:10]([OH:17])[C:11]1[CH:12]=[N:13][CH:14]=[CH:15][CH:16]=1)=[O:7])([CH3:4])([CH3:2])[CH3:3], predict the reactants needed to synthesize it. The reactants are: [C:1]([O:5][C:6]([N:8]([CH2:18][C@H:19]1[CH2:28][CH2:27][C:26]2[C:21](=[CH:22][CH:23]=[C:24]([S:29][C:30]3[CH:31]=[C:32]([CH:36]=[CH:37][CH:38]=3)[C:33]([OH:35])=[O:34])[CH:25]=2)[O:20]1)[CH2:9][C@H:10]([OH:17])[C:11]1[CH:12]=[N:13][CH:14]=[CH:15][CH:16]=1)=[O:7])([CH3:4])([CH3:3])[CH3:2].[CH3:39][Si](C=[N+]=[N-])(C)C. (3) Given the product [CH3:52][C:51]1[C:46]([CH2:45][N:34]([CH2:33][C:28]2[CH:27]=[CH:26][C:25]([CH2:24][NH:23][C:19](=[O:20])[N:3]([CH2:1][CH3:2])[C:4]3[CH:9]=[CH:8][CH:7]=[CH:6][CH:5]=3)=[CH:30][C:29]=2[CH2:31][OH:32])[CH:35]2[C:44]3[N:43]=[CH:42][CH:41]=[CH:40][C:39]=3[CH2:38][CH2:37][CH2:36]2)=[N:47][CH:48]=[C:49]([CH3:53])[CH:50]=1, predict the reactants needed to synthesize it. The reactants are: [CH2:1]([NH:3][C:4]1[CH:9]=[CH:8][CH:7]=[CH:6][CH:5]=1)[CH3:2].CCN(C(C)C)C(C)C.[C:19](Cl)(Cl)=[O:20].[NH2:23][CH2:24][C:25]1[CH:26]=[CH:27][C:28]([CH2:33][N:34]([CH2:45][C:46]2[C:51]([CH3:52])=[CH:50][C:49]([CH3:53])=[CH:48][N:47]=2)[CH:35]2[C:44]3[N:43]=[CH:42][CH:41]=[CH:40][C:39]=3[CH2:38][CH2:37][CH2:36]2)=[C:29]([CH2:31][OH:32])[CH:30]=1. (4) Given the product [CH3:1][N:2]1[CH2:7][CH2:6][N:5]([C:8]2[CH:9]=[C:10]([NH2:11])[NH:14][N:15]=2)[CH2:4][CH2:3]1, predict the reactants needed to synthesize it. The reactants are: [CH3:1][N:2]1[CH2:7][CH2:6][N:5]([C:8](SC)=[CH:9][C:10]#[N:11])[CH2:4][CH2:3]1.[NH2:14][NH2:15]. (5) Given the product [C:19]([S:23][CH2:24][C:8]([CH3:7])([C:9]([O:11][CH2:12][CH3:13])=[O:10])[C:14]([O:16][CH2:17][CH3:18])=[O:15])([CH3:22])([CH3:21])[CH3:20], predict the reactants needed to synthesize it. The reactants are: CC(C)([O-])C.[K+].[CH3:7][CH:8]([C:14]([O:16][CH2:17][CH3:18])=[O:15])[C:9]([O:11][CH2:12][CH3:13])=[O:10].[C:19]([S:23][CH2:24]Cl)([CH3:22])([CH3:21])[CH3:20].Cl. (6) Given the product [CH3:1][O:2][C:3]1[C:12]2[C:7](=[C:8]([O:13][CH3:14])[CH:9]=[CH:10][CH:11]=2)[N:6]=[C:5]([C:15]([N:17]2[CH2:22][CH2:21][C:20]3([CH2:31][C:30](=[O:32])[C:29]4[C:24](=[CH:25][CH:26]=[C:27]([C:33]([OH:35])=[O:34])[CH:28]=4)[O:23]3)[CH2:19][CH2:18]2)=[O:16])[CH:4]=1, predict the reactants needed to synthesize it. The reactants are: [CH3:1][O:2][C:3]1[C:12]2[C:7](=[C:8]([O:13][CH3:14])[CH:9]=[CH:10][CH:11]=2)[N:6]=[C:5]([C:15]([N:17]2[CH2:22][CH2:21][C:20]3([CH2:31][C:30](=[O:32])[C:29]4[C:24](=[CH:25][CH:26]=[C:27]([C:33]([O:35]CC5C=CC=CC=5)=[O:34])[CH:28]=4)[O:23]3)[CH2:19][CH2:18]2)=[O:16])[CH:4]=1.[OH-].[Na+].